This data is from Forward reaction prediction with 1.9M reactions from USPTO patents (1976-2016). The task is: Predict the product of the given reaction. (1) The product is: [Cl:13][C:14]1[CH:15]=[C:16]2[C:20](=[CH:21][CH:22]=1)[NH:19][C:18](=[O:23])[C:17]2=[CH:5][C:4]1[CH:3]=[C:2]([CH3:1])[C:9]([O:10][CH3:11])=[C:8]([CH3:12])[CH:7]=1. Given the reactants [CH3:1][C:2]1[CH:3]=[C:4]([CH:7]=[C:8]([CH3:12])[C:9]=1[O:10][CH3:11])[CH:5]=O.[Cl:13][C:14]1[CH:15]=[C:16]2[C:20](=[CH:21][CH:22]=1)[NH:19][C:18](=[O:23])[CH2:17]2, predict the reaction product. (2) The product is: [Cl:22][C:18]1[CH:19]=[CH:20][CH:21]=[C:16]([Cl:15])[C:17]=1[C:23]1[N:27]2[CH:28]=[C:29]([O:12][C@H:5]3[C:6]4[C:11](=[CH:10][CH:9]=[CH:8][CH:7]=4)[C@@H:2]([NH2:1])[CH2:3][CH2:4]3)[CH:30]=[CH:31][C:26]2=[N:25][N:24]=1. Given the reactants [NH2:1][C@@H:2]1[C:11]2[C:6](=[CH:7][CH:8]=[CH:9][CH:10]=2)[C@H:5]([OH:12])[CH2:4][CH2:3]1.[H-].[Na+].[Cl:15][C:16]1[CH:21]=[CH:20][CH:19]=[C:18]([Cl:22])[C:17]=1[C:23]1[N:27]2[CH:28]=[C:29](F)[CH:30]=[CH:31][C:26]2=[N:25][N:24]=1, predict the reaction product. (3) Given the reactants [C:1]1([C:29]2[CH:34]=[CH:33][CH:32]=[CH:31][CH:30]=2)[CH:6]=[CH:5][C:4]([O:7][C:8]2[C:9](=[O:28])[N:10]([C:21]3[CH:26]=[CH:25][C:24]([Cl:27])=[CH:23][CH:22]=3)[N:11]=[CH:12][C:13]=2[N:14]2[CH2:19][CH2:18][C:17](=[O:20])[CH2:16][CH2:15]2)=[CH:3][CH:2]=1.[BH4-].[Na+].ClCCl, predict the reaction product. The product is: [C:1]1([C:29]2[CH:34]=[CH:33][CH:32]=[CH:31][CH:30]=2)[CH:2]=[CH:3][C:4]([O:7][C:8]2[C:9](=[O:28])[N:10]([C:21]3[CH:26]=[CH:25][C:24]([Cl:27])=[CH:23][CH:22]=3)[N:11]=[CH:12][C:13]=2[N:14]2[CH2:15][CH2:16][CH:17]([OH:20])[CH2:18][CH2:19]2)=[CH:5][CH:6]=1. (4) Given the reactants [NH2:1][C:2]1[CH:11]=[CH:10][C:9]([Br:12])=[CH:8][C:3]=1[C:4]([O:6][CH3:7])=[O:5].[C:13]([C:15]1[CH:25]=[CH:24][C:18]([O:19][CH2:20][C:21](Cl)=[O:22])=[CH:17][CH:16]=1)#[N:14].C(N(CC)CC)C, predict the reaction product. The product is: [Br:12][C:9]1[CH:10]=[CH:11][C:2]([NH:1][C:21](=[O:22])[CH2:20][O:19][C:18]2[CH:24]=[CH:25][C:15]([C:13]#[N:14])=[CH:16][CH:17]=2)=[C:3]([CH:8]=1)[C:4]([O:6][CH3:7])=[O:5]. (5) The product is: [C:18]1([CH3:21])[CH:17]=[CH:16][C:15]([N:14]2[C:10]([C:7]3[CH:8]=[CH:9][C:4]4=[N:1][O:3][C:30]([C:27]5[CH:26]=[CH:25][C:24]([C:23]([F:22])([F:33])[F:34])=[CH:29][CH:28]=5)=[C:5]4[CH:6]=3)=[CH:11][CH:12]=[N:13]2)=[CH:20][CH:19]=1. Given the reactants [N+:1]([C:4]1[CH:9]=[CH:8][C:7]([C:10]2[N:14]([C:15]3[CH:20]=[CH:19][C:18]([CH3:21])=[CH:17][CH:16]=3)[N:13]=[CH:12][CH:11]=2)=[CH:6][CH:5]=1)([O-:3])=O.[F:22][C:23]([F:34])([F:33])[C:24]1[CH:29]=[CH:28][C:27]([CH2:30]C#N)=[CH:26][CH:25]=1, predict the reaction product. (6) Given the reactants [CH3:1][NH:2][C:3](=[O:32])[NH:4][C:5]1[CH:10]=[CH:9][C:8]([C:11]2[N:16]=[C:15]([CH2:17][S:18][C:19]3[N:20]([CH3:24])[CH:21]=[CH:22][N:23]=3)[CH:14]=[C:13]([N:25]3[CH2:30][CH2:29][O:28][CH2:27][C@@H:26]3[CH3:31])[N:12]=2)=[CH:7][CH:6]=1.C1C=C(Cl)C=C(C(OO)=[O:41])C=1.[Mn]([O-])(=O)(=O)=O.[Na+].[OH2:50], predict the reaction product. The product is: [CH3:1][NH:2][C:3](=[O:32])[NH:4][C:5]1[CH:6]=[CH:7][C:8]([C:11]2[N:16]=[C:15]([CH2:17][S:18]([C:19]3[N:20]([CH3:24])[CH:21]=[CH:22][N:23]=3)(=[O:41])=[O:50])[CH:14]=[C:13]([N:25]3[CH2:30][CH2:29][O:28][CH2:27][C@@H:26]3[CH3:31])[N:12]=2)=[CH:9][CH:10]=1. (7) Given the reactants [CH2:1]([O:3][C:4]1[CH:9]=[C:8]([C:10]([CH3:14])([CH3:13])[CH2:11][OH:12])[CH:7]=[CH:6][C:5]=1[I:15])[CH3:2].[H-].[Na+].I[CH3:19], predict the reaction product. The product is: [CH2:1]([O:3][C:4]1[CH:9]=[C:8]([C:10]([CH3:14])([CH3:13])[CH2:11][O:12][CH3:19])[CH:7]=[CH:6][C:5]=1[I:15])[CH3:2].